This data is from Full USPTO retrosynthesis dataset with 1.9M reactions from patents (1976-2016). The task is: Predict the reactants needed to synthesize the given product. (1) Given the product [CH2:6]([C@@H:13]1[CH2:17][O:16][C:15](=[O:18])[N:14]1[C:19](=[O:24])[CH2:20][CH:21]([CH3:23])[CH3:22])[C:7]1[CH:8]=[CH:9][CH:10]=[CH:11][CH:12]=1, predict the reactants needed to synthesize it. The reactants are: [Li+].CCC[CH2-].[CH2:6]([C@@H:13]1[CH2:17][O:16][C:15](=[O:18])[NH:14]1)[C:7]1[CH:12]=[CH:11][CH:10]=[CH:9][CH:8]=1.[C:19](Cl)(=[O:24])[CH2:20][CH:21]([CH3:23])[CH3:22].[Cl-].[NH4+]. (2) Given the product [NH4+:7].[OH-:1].[NH2:7][CH2:6][C:5]1[CH:8]=[CH:9][C:10]([CH2:11][N:12]2[CH:13]([C:26]3[C:31]([CH3:32])=[CH:30][C:29]([CH3:33])=[CH:28][N:27]=3)[CH2:14][CH2:15][CH2:16][CH:17]2[C:18]2[C:23]([CH3:24])=[CH:22][C:21]([CH3:25])=[CH:20][N:19]=2)=[C:3]([CH2:2][OH:1])[CH:4]=1, predict the reactants needed to synthesize it. The reactants are: [OH:1][CH2:2][C:3]1[CH:4]=[C:5]([CH:8]=[CH:9][C:10]=1[CH2:11][N:12]1[CH:17]([C:18]2[C:23]([CH3:24])=[CH:22][C:21]([CH3:25])=[CH:20][N:19]=2)[CH2:16][CH2:15][CH2:14][CH:13]1[C:26]1[C:31]([CH3:32])=[CH:30][C:29]([CH3:33])=[CH:28][N:27]=1)[C:6]#[N:7]. (3) Given the product [C:12]([NH:14][C@H:8]([C:9]([OH:15])=[O:10])[CH2:7][C:4]1[CH:5]=[CH:6][CH:1]=[CH:2][CH:3]=1)(=[O:13])[NH2:11], predict the reactants needed to synthesize it. The reactants are: [CH:1]1[CH:6]=[CH:5][C:4]([CH2:7][CH:8]2[NH:14][C:12](=[O:13])[NH:11][C:9]2=[O:10])=[CH:3][CH:2]=1.[OH:15]P(O)(O)=O. (4) Given the product [F:21][C:15]1[CH:16]=[C:17]([F:20])[CH:18]=[CH:19][C:14]=1[S:11]([NH:10][C:4]1[C:5]([O:8][CH3:9])=[N:6][CH:7]=[C:2]([C:41]2[S:45][C:44]([C:46]3[CH:47]=[C:48]4[C:52](=[CH:53][CH:54]=3)[C:51](=[O:55])[N:50]([CH3:56])[CH2:49]4)=[CH:43][CH:42]=2)[CH:3]=1)(=[O:13])=[O:12], predict the reactants needed to synthesize it. The reactants are: Br[C:2]1[CH:3]=[C:4]([NH:10][S:11]([C:14]2[CH:19]=[CH:18][C:17]([F:20])=[CH:16][C:15]=2[F:21])(=[O:13])=[O:12])[C:5]([O:8][CH3:9])=[N:6][CH:7]=1.B1(B2OC(C)(C)C(C)(C)O2)OC(C)(C)C(C)(C)O1.I[C:41]1[S:45][C:44]([C:46]2[CH:47]=[C:48]3[C:52](=[CH:53][CH:54]=2)[C:51](=[O:55])[N:50]([CH3:56])[CH2:49]3)=[CH:43][CH:42]=1. (5) Given the product [Cl:5][C:6]1[CH:14]=[CH:13][C:9]([C:10]([C:31]2[CH:30]=[CH:29][C:28]3[C:23]4[CH2:24][CH2:25][C:26](=[O:27])[N:21]([CH2:19][CH3:20])[C:22]=4[CH2:34][C:33]=3[CH:32]=2)=[O:11])=[CH:8][C:7]=1[S:15]([NH2:16])(=[O:18])=[O:17], predict the reactants needed to synthesize it. The reactants are: [Cl-].[Al+3].[Cl-].[Cl-].[Cl:5][C:6]1[CH:14]=[CH:13][C:9]([C:10](Cl)=[O:11])=[CH:8][C:7]=1[S:15](=[O:18])(=[O:17])[NH2:16].[CH2:19]([N:21]1[C:26](=[O:27])[CH2:25][CH2:24][C:23]2[C:28]3[CH:29]=[CH:30][CH:31]=[CH:32][C:33]=3[CH2:34][C:22]1=2)[CH3:20]. (6) The reactants are: [NH2:1][C:2]1[N:7]=[C:6]([C:8]([NH:10][C@@H:11]([C:19]2[CH:24]=[CH:23][C:22]([O:25][C:26]([F:29])([F:28])[F:27])=[C:21]([F:30])[CH:20]=2)[C:12]2[C:17]([F:18])=[CH:16][CH:15]=[CH:14][N:13]=2)=[O:9])[CH:5]=[CH:4][C:3]=1[OH:31].Cl[C:33](Cl)([O:35]C(=O)OC(Cl)(Cl)Cl)Cl.CCOC(C)=O. Given the product [F:30][C:21]1[CH:20]=[C:19]([C@@H:11]([C:12]2[C:17]([F:18])=[CH:16][CH:15]=[CH:14][N:13]=2)[NH:10][C:8]([C:6]2[N:7]=[C:2]3[NH:1][C:33](=[O:35])[O:31][C:3]3=[CH:4][CH:5]=2)=[O:9])[CH:24]=[CH:23][C:22]=1[O:25][C:26]([F:29])([F:27])[F:28], predict the reactants needed to synthesize it.